Dataset: Full USPTO retrosynthesis dataset with 1.9M reactions from patents (1976-2016). Task: Predict the reactants needed to synthesize the given product. (1) Given the product [NH2:8][CH2:9][C:10]1[CH:11]=[CH:12][C:13]([NH:16][C@@H:17]([CH:23]([CH3:24])[CH3:25])[C:18]([O:20][CH2:21][CH3:22])=[O:19])=[CH:14][CH:15]=1, predict the reactants needed to synthesize it. The reactants are: C(OC([NH:8][CH2:9][C:10]1[CH:15]=[CH:14][C:13]([NH:16][C@@H:17]([CH:23]([CH3:25])[CH3:24])[C:18]([O:20][CH2:21][CH3:22])=[O:19])=[CH:12][CH:11]=1)=O)(C)(C)C.Cl.O1CCOCC1. (2) Given the product [Cl:31][C:27]1[CH:26]=[C:25]([F:29])[C:24]([OH:30])=[C:23]([C:4]2[CH:5]=[CH:6][C:7]([C@H:8]([NH:10][C:11]([C:13]3([NH:16][C:17](=[O:22])[C:18]([F:19])([F:21])[F:20])[CH2:15][CH2:14]3)=[O:12])[CH3:9])=[C:2]([F:1])[CH:3]=2)[CH:28]=1, predict the reactants needed to synthesize it. The reactants are: [F:1][C:2]1[CH:3]=[C:4]([C:23]2[CH:28]=[CH:27][CH:26]=[C:25]([F:29])[C:24]=2[OH:30])[CH:5]=[CH:6][C:7]=1[C@H:8]([NH:10][C:11]([C:13]1([NH:16][C:17](=[O:22])[C:18]([F:21])([F:20])[F:19])[CH2:15][CH2:14]1)=[O:12])[CH3:9].[Cl:31]N1C(=O)CCC1=O. (3) Given the product [ClH:10].[Br:1][C:2]1[N:7]=[CH:6][C:5]2[NH:8][C:11](=[O:15])[C:12](=[O:13])[NH:9][C:4]=2[CH:3]=1, predict the reactants needed to synthesize it. The reactants are: [Br:1][C:2]1[N:7]=[CH:6][C:5]([NH2:8])=[C:4]([NH2:9])[CH:3]=1.[ClH:10].[C:11](O)(=[O:15])[C:12](O)=[O:13]. (4) Given the product [Br-:20].[C:24]1([CH2:23][CH2:22][CH2:21][P+:7]([C:1]2[CH:2]=[CH:3][CH:4]=[CH:5][CH:6]=2)([C:8]2[CH:13]=[CH:12][CH:11]=[CH:10][CH:9]=2)[C:14]2[CH:15]=[CH:16][CH:17]=[CH:18][CH:19]=2)[CH:29]=[CH:28][CH:27]=[CH:26][CH:25]=1, predict the reactants needed to synthesize it. The reactants are: [C:1]1([P:7]([C:14]2[CH:19]=[CH:18][CH:17]=[CH:16][CH:15]=2)[C:8]2[CH:13]=[CH:12][CH:11]=[CH:10][CH:9]=2)[CH:6]=[CH:5][CH:4]=[CH:3][CH:2]=1.[Br:20][CH2:21][CH2:22][CH2:23][C:24]1[CH:29]=[CH:28][CH:27]=[CH:26][CH:25]=1. (5) Given the product [C:1]1([CH3:11])[CH:6]=[CH:5][C:4]([S:7]([N:16]([CH2:14][CH3:15])[CH:17]([CH3:21])[CH2:18][CH2:19][NH:20][S:7]([C:4]2[CH:5]=[CH:6][C:1]([CH3:11])=[CH:2][CH:3]=2)(=[O:9])=[O:8])(=[O:9])=[O:8])=[CH:3][CH:2]=1, predict the reactants needed to synthesize it. The reactants are: [C:1]1([CH3:11])[CH:6]=[CH:5][C:4]([S:7](Cl)(=[O:9])=[O:8])=[CH:3][CH:2]=1.Cl.Cl.[CH2:14]([NH:16][CH:17]([CH3:21])[CH2:18][CH2:19][NH2:20])[CH3:15]. (6) Given the product [OH:19][CH2:18][CH2:17][CH2:16][N:15]1[CH2:14][CH2:13][CH2:12][NH:11][C:3]1=[C:6]([C:9]#[N:10])[C:7]#[N:8], predict the reactants needed to synthesize it. The reactants are: CS[C:3](=[C:6]([C:9]#[N:10])[C:7]#[N:8])SC.[NH2:11][CH2:12][CH2:13][CH2:14][NH:15][CH2:16][CH2:17][CH2:18][OH:19].C(OC(C)C)(C)C. (7) Given the product [CH2:1]([O:3][C:4](=[O:31])[C:5]1[CH:10]=[CH:9][C:8]([O:40][C:34]2[CH:35]=[CH:36][C:37]([F:39])=[CH:38][C:33]=2[Cl:32])=[CH:7][C:6]=1[CH2:12][N:13]([CH2:20][C:21]1[CH:26]=[C:25]([O:27][CH3:28])[CH:24]=[CH:23][C:22]=1[O:29][CH3:30])[CH2:14][C:15]([O:17][CH2:18][CH3:19])=[O:16])[CH3:2], predict the reactants needed to synthesize it. The reactants are: [CH2:1]([O:3][C:4](=[O:31])[C:5]1[CH:10]=[CH:9][C:8](Br)=[CH:7][C:6]=1[CH2:12][N:13]([CH2:20][C:21]1[CH:26]=[C:25]([O:27][CH3:28])[CH:24]=[CH:23][C:22]=1[O:29][CH3:30])[CH2:14][C:15]([O:17][CH2:18][CH3:19])=[O:16])[CH3:2].[Cl:32][C:33]1[CH:38]=[C:37]([F:39])[CH:36]=[CH:35][C:34]=1[OH:40].C([O-])([O-])=O.[Cs+].[Cs+].CC(C)(C(=O)CC(=O)C(C)(C)C)C.